From a dataset of Full USPTO retrosynthesis dataset with 1.9M reactions from patents (1976-2016). Predict the reactants needed to synthesize the given product. Given the product [Cl:1][C:2]1[CH:3]=[C:4]([CH:6]=[CH:7][C:8]=1[B:10]1[O:14][C:13]([CH3:16])([CH3:15])[C:12]([CH3:18])([CH3:17])[O:11]1)[NH2:5], predict the reactants needed to synthesize it. The reactants are: [Cl:1][C:2]1[CH:3]=[C:4]([CH:6]=[CH:7][C:8]=1I)[NH2:5].[B:10]1([B:10]2[O:14][C:13]([CH3:16])([CH3:15])[C:12]([CH3:18])([CH3:17])[O:11]2)[O:14][C:13]([CH3:16])([CH3:15])[C:12]([CH3:18])([CH3:17])[O:11]1.